Regression. Given a peptide amino acid sequence and an MHC pseudo amino acid sequence, predict their binding affinity value. This is MHC class I binding data. From a dataset of Peptide-MHC class I binding affinity with 185,985 pairs from IEDB/IMGT. (1) The peptide sequence is YLPEVISTI. The MHC is HLA-C08:02 with pseudo-sequence HLA-C08:02. The binding affinity (normalized) is 0.434. (2) The peptide sequence is FLCLLMKLSI. The MHC is HLA-A02:01 with pseudo-sequence HLA-A02:01. The binding affinity (normalized) is 0.933. (3) The peptide sequence is GQTGVIADY. The MHC is HLA-A31:01 with pseudo-sequence HLA-A31:01. The binding affinity (normalized) is 0.0847.